This data is from Forward reaction prediction with 1.9M reactions from USPTO patents (1976-2016). The task is: Predict the product of the given reaction. Given the reactants [CH3:1][N:2]([CH3:28])[C:3]([C:5]1[N:22]([CH:23]2[CH2:27][CH2:26][CH2:25][CH2:24]2)[C:8]2[N:9]=[C:10]([NH:13][C:14]3[CH:19]=[CH:18][C:17]([CH:20]=O)=[CH:16][N:15]=3)[N:11]=[CH:12][C:7]=2[CH:6]=1)=[O:4].[C:29]([O:33][C:34]([N:36]1[CH:41]2[CH2:42][CH2:43][CH:37]1[CH2:38][NH:39][CH2:40]2)=[O:35])([CH3:32])([CH3:31])[CH3:30], predict the reaction product. The product is: [C:29]([O:33][C:34]([N:36]1[CH:37]2[CH2:43][CH2:42][CH:41]1[CH2:40][N:39]([CH2:20][C:17]1[CH:16]=[N:15][C:14]([NH:13][C:10]3[N:11]=[CH:12][C:7]4[CH:6]=[C:5]([C:3](=[O:4])[N:2]([CH3:28])[CH3:1])[N:22]([CH:23]5[CH2:24][CH2:25][CH2:26][CH2:27]5)[C:8]=4[N:9]=3)=[CH:19][CH:18]=1)[CH2:38]2)=[O:35])([CH3:32])([CH3:30])[CH3:31].